The task is: Predict the reactants needed to synthesize the given product.. This data is from Full USPTO retrosynthesis dataset with 1.9M reactions from patents (1976-2016). (1) Given the product [CH2:1]([O:3][C:4]([C:6]1[N:11]2[C:12]([N+:16]([O-:18])=[O:17])=[C:13]([CH3:15])[N:14]=[C:10]2[CH:9]=[CH:8][CH:7]=1)=[O:5])[CH3:2], predict the reactants needed to synthesize it. The reactants are: [CH2:1]([O:3][C:4]([C:6]1[N:11]2[CH:12]=[C:13]([CH3:15])[N:14]=[C:10]2[CH:9]=[CH:8][CH:7]=1)=[O:5])[CH3:2].[N+:16]([O-])([OH:18])=[O:17].[OH-].[Na+]. (2) Given the product [Cl:38][CH2:39][CH2:40][CH2:41][CH:42]([C:46]1[CH:51]=[CH:50][CH:49]=[CH:48][C:47]=1[C:52]([F:53])([F:54])[F:55])[C:43](=[O:44])[CH2:10][C:9]([C:7]1[CH:6]=[CH:5][C:4]([N:12]2[CH:16]=[C:15]([CH3:17])[N:14]=[CH:13]2)=[C:3]([O:2][CH3:1])[N:8]=1)=[O:11], predict the reactants needed to synthesize it. The reactants are: [CH3:1][O:2][C:3]1[N:8]=[C:7]([C:9](=[O:11])[CH3:10])[CH:6]=[CH:5][C:4]=1[N:12]1[CH:16]=[C:15]([CH3:17])[N:14]=[CH:13]1.C(NC(C)C)(C)C.[Li].C([Li])CCC.C(NC(C)C)(C)C.[Cl:38][CH2:39][CH2:40][CH2:41][CH:42]([C:46]1[CH:51]=[CH:50][CH:49]=[CH:48][C:47]=1[C:52]([F:55])([F:54])[F:53])[C:43](Cl)=[O:44].